Dataset: Forward reaction prediction with 1.9M reactions from USPTO patents (1976-2016). Task: Predict the product of the given reaction. (1) Given the reactants [CH3:1][O:2][C:3](=[O:19])[CH:4]([C:9](=[O:18])[C:10]1[CH:15]=[CH:14][C:13]([Br:16])=[C:12]([CH3:17])[CH:11]=1)/[C:5](=[N:7]/C)/[CH3:6].Cl.NO, predict the reaction product. The product is: [CH3:1][O:2][C:3]([C:4]1[C:5]([CH3:6])=[N:7][O:18][C:9]=1[C:10]1[CH:15]=[CH:14][C:13]([Br:16])=[C:12]([CH3:17])[CH:11]=1)=[O:19]. (2) Given the reactants O=[C:2]([CH2:8][CH3:9])[CH2:3][C:4]([O:6][CH3:7])=[O:5].C([O-])(=O)C.[NH4+:14].C(O)(=O)C, predict the reaction product. The product is: [NH2:14][C:2]([CH2:8][CH3:9])=[CH:3][C:4]([O:6][CH3:7])=[O:5]. (3) Given the reactants [Br:1][C:2]1[CH:29]=[CH:28][C:5]([CH2:6][C:7]2[S:8][C:9]([CH3:27])=[C:10]([CH3:26])[C:11]=2[C:12]([C:14]2[CH:19]=[CH:18][C:17]([OH:20])=[C:16]([CH:21]3[CH2:25][CH2:24][CH2:23][CH2:22]3)[CH:15]=2)=[O:13])=[CH:4][CH:3]=1.Cl[S:31]([C:34]1[CH:42]=[CH:41][C:37]([C:38]([OH:40])=[O:39])=[C:36]([OH:43])[CH:35]=1)(=[O:33])=[O:32], predict the reaction product. The product is: [Br:1][C:2]1[CH:29]=[CH:28][C:5]([CH2:6][C:7]2[S:8][C:9]([CH3:27])=[C:10]([CH3:26])[C:11]=2[C:12]([C:14]2[CH:19]=[CH:18][C:17]([O:20][S:31]([C:34]3[CH:42]=[CH:41][C:37]([C:38]([OH:40])=[O:39])=[C:36]([OH:43])[CH:35]=3)(=[O:33])=[O:32])=[C:16]([CH:21]3[CH2:25][CH2:24][CH2:23][CH2:22]3)[CH:15]=2)=[O:13])=[CH:4][CH:3]=1. (4) Given the reactants [SH:1][CH2:2][C:3](OCC)=O.[CH3:8]N(C)C=O.[N+]([C:16]1[CH:23]=[CH:22][CH:21]=[CH:20][C:17]=1[CH:18]=O)([O-])=O.[C:24](=[O:27])([O-])[O-:25].[K+].[K+], predict the reaction product. The product is: [C:24]([CH2:8][CH2:3][C:2]1[S:1][C:16]2[CH:23]=[CH:22][CH:21]=[CH:20][C:17]=2[CH:18]=1)([OH:25])=[O:27].